From a dataset of Reaction yield outcomes from USPTO patents with 853,638 reactions. Predict the reaction yield, written as a fraction of the theoretical maximum amount of product (1.0 means a 100% yield; for example, 0.34 means a 34% yield). (1) The reactants are [CH3:1][O:2][C:3](=[O:8])[CH2:4][CH2:5][CH2:6]Br.[CH3:9][O:10][C:11](=[O:31])[C:12]1[CH:17]=[C:16]([CH2:18][CH3:19])[C:15]([C:20]([F:23])([F:22])[F:21])=[CH:14][C:13]=1[NH:24][C:25]([O:27][CH:28]([CH3:30])[CH3:29])=[O:26].C(=O)([O-])[O-].[Cs+].[Cs+]. The catalyst is CN(C)C=O. The product is [CH3:9][O:10][C:11](=[O:31])[C:12]1[CH:17]=[C:16]([CH2:18][CH3:19])[C:15]([C:20]([F:23])([F:22])[F:21])=[CH:14][C:13]=1[N:24]([C:25]([O:27][CH:28]([CH3:30])[CH3:29])=[O:26])[CH2:6][CH2:5][CH2:4][C:3]([O:2][CH3:1])=[O:8]. The yield is 0.780. (2) The reactants are Cl[C:2]1[N:3]=[C:4]2[C:9](=[CH:10][CH:11]=1)[N:8]=[CH:7][C:6]([C:12](=[O:14])[CH3:13])=[C:5]2[NH:15][CH:16]1[CH2:21][CH2:20][CH:19]([CH2:22][N:23]2[CH2:28][CH2:27][O:26][CH2:25][CH2:24]2)[CH2:18][CH2:17]1.[Cl:29][C:30]1[CH:35]=[C:34](B2OC(C)(C)C(C)(C)O2)[CH:33]=[C:32]([Cl:45])[C:31]=1[OH:46]. No catalyst specified. The product is [Cl:29][C:30]1[CH:35]=[C:34]([C:2]2[N:3]=[C:4]3[C:9](=[CH:10][CH:11]=2)[N:8]=[CH:7][C:6]([C:12](=[O:14])[CH3:13])=[C:5]3[NH:15][C@H:16]2[CH2:17][CH2:18][C@H:19]([CH2:22][N:23]3[CH2:24][CH2:25][O:26][CH2:27][CH2:28]3)[CH2:20][CH2:21]2)[CH:33]=[C:32]([Cl:45])[C:31]=1[OH:46]. The yield is 0.530. (3) The reactants are [C:1](Cl)(=[O:3])[CH3:2].[CH3:5][O:6][C:7](=[O:27])[CH2:8][C:9]1[CH:14]=[C:13]([Br:15])[C:12]([O:16][C:17]2[CH:22]=[CH:21][C:20]([O:23][CH3:24])=[C:19]([NH2:25])[CH:18]=2)=[C:11]([Br:26])[CH:10]=1.C(N(CC)CC)C. The catalyst is CN(C1C=CN=CC=1)C.C(Cl)Cl. The product is [CH3:5][O:6][C:7](=[O:27])[CH2:8][C:9]1[CH:14]=[C:13]([Br:15])[C:12]([O:16][C:17]2[CH:22]=[CH:21][C:20]([O:23][CH3:24])=[C:19]([NH:25][C:1](=[O:3])[CH3:2])[CH:18]=2)=[C:11]([Br:26])[CH:10]=1. The yield is 1.00. (4) The yield is 0.540. The product is [CH3:62][O:63][C:68]([C:21]1[CH:22]=[C:23]([C:24]2[CH:29]=[CH:28][CH:27]=[CH:26][C:25]=2[CH3:30])[C:18]([N:16]([C:14](=[O:15])[C:13]([C:5]2[CH:4]=[C:3]([C:2]([F:35])([F:34])[F:1])[CH:8]=[C:7]([C:9]([F:12])([F:11])[F:10])[CH:6]=2)([CH3:33])[CH3:32])[CH3:17])=[CH:19][N:20]=1)=[O:69]. The catalyst is O.C([O-])(=O)C.[Pd+2].C([O-])(=O)C. The reactants are [F:1][C:2]([F:35])([F:34])[C:3]1[CH:4]=[C:5]([C:13]([CH3:33])([CH3:32])[C:14]([N:16]([C:18]2[CH:19]=[N:20][C:21](I)=[CH:22][C:23]=2[C:24]2[CH:29]=[CH:28][CH:27]=[CH:26][C:25]=2[CH3:30])[CH3:17])=[O:15])[CH:6]=[C:7]([C:9]([F:12])([F:11])[F:10])[CH:8]=1.C(N(CC)CC)C.C1(P(C2C=CC=CC=2)C2C=CC=CC=2)C=CC=CC=1.[CH3:62][OH:63].[C]=O.CN(C)[CH:68]=[O:69]. (5) The reactants are C(OC([N:8]1[CH2:12][CH2:11][CH2:10][C@@H:9]1[CH2:13][O:14][C:15]1[CH:20]=[CH:19][C:18]([O:21][CH2:22][C:23]2[CH:28]=[CH:27][C:26]([Cl:29])=[CH:25][C:24]=2[Cl:30])=[CH:17][CH:16]=1)=O)(C)(C)C.Cl.CCOCC. The catalyst is CO. The product is [ClH:29].[Cl:30][C:24]1[CH:25]=[C:26]([Cl:29])[CH:27]=[CH:28][C:23]=1[CH2:22][O:21][C:18]1[CH:19]=[CH:20][C:15]([O:14][CH2:13][C@H:9]2[CH2:10][CH2:11][CH2:12][NH:8]2)=[CH:16][CH:17]=1. The yield is 0.950. (6) The reactants are [CH3:1][C:2]1[N:29]=[C:5]2[NH:6][C:7](=[O:28])[C:8]([CH2:13][C:14]3[CH:19]=[CH:18][C:17]([C:20]4[C:21]([C:26]#[N:27])=[CH:22][CH:23]=[CH:24][CH:25]=4)=[CH:16][CH:15]=3)=[C:9]([CH2:10][CH2:11][CH3:12])[N:4]2[N:3]=1.I[CH:31]([CH3:33])[CH3:32].C(=O)([O-])[O-].[K+].[K+].CN(C)C(=O)C. The catalyst is C(OCC)(=O)C. The product is [CH3:1][C:2]1[N:29]=[C:5]2[N:6]([CH:31]([CH3:33])[CH3:32])[C:7](=[O:28])[C:8]([CH2:13][C:14]3[CH:19]=[CH:18][C:17]([C:20]4[C:21]([C:26]#[N:27])=[CH:22][CH:23]=[CH:24][CH:25]=4)=[CH:16][CH:15]=3)=[C:9]([CH2:10][CH2:11][CH3:12])[N:4]2[N:3]=1. The yield is 0.280. (7) The reactants are [CH3:1][C:2]1[CH:9]=[CH:8][CH:7]=[CH:6][C:3]=1[CH2:4][NH2:5].[C:10]([O:14][C:15]([NH:17][C@@H:18]([CH3:40])[C:19]([NH:21][CH2:22][C:23]1[S:27][CH:26]=[C:25]([N:28]2[C:32]([C:33](O)=[O:34])=[CH:31][C:30]([C:36]([F:39])([F:38])[F:37])=[N:29]2)[CH:24]=1)=[O:20])=[O:16])([CH3:13])([CH3:12])[CH3:11].C(Cl)CCl. The catalyst is ClCCl.CN(C1C=CN=CC=1)C. The product is [CH3:1][C:2]1[CH:9]=[CH:8][CH:7]=[CH:6][C:3]=1[CH2:4][NH:5][C:33]([C:32]1[N:28]([C:25]2[CH:24]=[C:23]([CH2:22][NH:21][C:19](=[O:20])[C@@H:18]([NH:17][C:15](=[O:16])[O:14][C:10]([CH3:13])([CH3:11])[CH3:12])[CH3:40])[S:27][CH:26]=2)[N:29]=[C:30]([C:36]([F:37])([F:39])[F:38])[CH:31]=1)=[O:34]. The yield is 0.310.